This data is from Full USPTO retrosynthesis dataset with 1.9M reactions from patents (1976-2016). The task is: Predict the reactants needed to synthesize the given product. (1) Given the product [CH3:1][O:2][C:3](=[O:15])[C:4]1[CH:5]=[C:6]([O:11][CH3:12])[CH:7]=[C:8]([OH:10])[CH:9]=1, predict the reactants needed to synthesize it. The reactants are: [CH3:1][O:2][C:3](=[O:15])[C:4]1[CH:9]=[C:8]([OH:10])[CH:7]=[C:6]([O:11][CH2:12]C=C)[CH:5]=1.CI.C([O-])([O-])=O.[K+].[K+].OC1C=C(C=C(O)C=1)C(OC)=O. (2) Given the product [CH2:1]([O:3][C:4]([C:6]1([CH2:12][CH2:13][O:14][CH3:15])[CH2:7][CH2:8][N:9]([S:19]([CH2:18][CH:17]([CH3:23])[CH3:16])(=[O:21])=[O:20])[CH2:10][CH2:11]1)=[O:5])[CH3:2], predict the reactants needed to synthesize it. The reactants are: [CH2:1]([O:3][C:4]([C:6]1([CH2:12][CH2:13][O:14][CH3:15])[CH2:11][CH2:10][NH:9][CH2:8][CH2:7]1)=[O:5])[CH3:2].[CH3:16][CH:17]([CH3:23])[CH2:18][S:19](Cl)(=[O:21])=[O:20].